From a dataset of Forward reaction prediction with 1.9M reactions from USPTO patents (1976-2016). Predict the product of the given reaction. (1) Given the reactants C(OC([N:8]1[CH2:11][CH:10]([O:12][C:13]2[CH:18]=[C:17]([Cl:19])[CH:16]=[CH:15][C:14]=2[OH:20])[CH2:9]1)=O)(C)(C)C.Cl, predict the reaction product. The product is: [ClH:19].[NH:8]1[CH2:11][CH:10]([O:12][C:13]2[CH:18]=[C:17]([Cl:19])[CH:16]=[CH:15][C:14]=2[OH:20])[CH2:9]1. (2) Given the reactants C(O[C:4](=[O:20])[CH2:5][C:6]([CH:8]1[CH2:12][CH2:11][N:10]([C:13]([O:15][C:16]([CH3:19])([CH3:18])[CH3:17])=[O:14])[CH2:9]1)=O)C.[NH:21]1[CH:25]=[CH:24][C:23]([NH2:26])=[N:22]1, predict the reaction product. The product is: [OH:20][C:4]1[N:22]2[N:21]=[CH:25][CH:24]=[C:23]2[N:26]=[C:6]([CH:8]2[CH2:12][CH2:11][N:10]([C:13]([O:15][C:16]([CH3:17])([CH3:18])[CH3:19])=[O:14])[CH2:9]2)[CH:5]=1. (3) Given the reactants S([O-])(=O)(=O)C.[C:6]([O:10][C:11]([N:13]1[CH2:17][C@@H:16](OS(C)(=O)=O)[CH2:15][C@H:14]1[C:23](=[O:30])[NH:24][C:25]1([C:28]#[N:29])[CH2:27][CH2:26]1)=[O:12])([CH3:9])([CH3:8])[CH3:7].[N:31]1([C:36]2[CH:41]=[CH:40][C:39]([SH:42])=[CH:38][CH:37]=2)[CH:35]=[CH:34][N:33]=[CH:32]1, predict the reaction product. The product is: [C:6]([O:10][C:11]([N:13]1[CH2:17][C@H:16]([S:42][C:39]2[CH:38]=[CH:37][C:36]([N:31]3[CH:35]=[CH:34][N:33]=[CH:32]3)=[CH:41][CH:40]=2)[CH2:15][C@H:14]1[C:23](=[O:30])[NH:24][C:25]1([C:28]#[N:29])[CH2:27][CH2:26]1)=[O:12])([CH3:9])([CH3:8])[CH3:7]. (4) Given the reactants [CH3:1][C:2]1[C:7]([CH2:8][C:9]2[CH:14]=[CH:13][CH:12]=[C:11]([O:15][C:16]([F:19])([F:18])[F:17])[CH:10]=2)=[C:6]([CH3:20])[N:5]2[N:21]=[CH:22][C:23]([C:24](O)=[O:25])=[C:4]2[N:3]=1.Cl.Cl.[NH2:29][CH2:30][CH2:31][NH:32][C:33](=[O:40])[C:34]1[CH:39]=[CH:38][CH:37]=[N:36][CH:35]=1, predict the reaction product. The product is: [CH3:1][C:2]1[C:7]([CH2:8][C:9]2[CH:14]=[CH:13][CH:12]=[C:11]([O:15][C:16]([F:19])([F:17])[F:18])[CH:10]=2)=[C:6]([CH3:20])[N:5]2[N:21]=[CH:22][C:23]([C:24]([NH:29][CH2:30][CH2:31][NH:32][C:33]([C:34]3[CH:35]=[N:36][CH:37]=[CH:38][CH:39]=3)=[O:40])=[O:25])=[C:4]2[N:3]=1. (5) Given the reactants [NH2:1][C:2]1[CH:7]=[CH:6][C:5]([C:8]2[N:12]3[CH:13]=[C:14]([C:17]([N:19]([C:21]4[CH:26]=[CH:25][C:24]([C:27]#[N:28])=[CH:23][CH:22]=4)[CH3:20])=[O:18])[N:15]=[CH:16][C:11]3=[N:10][CH:9]=2)=[CH:4][CH:3]=1.C(OC(=O)[NH:35][C@@H:36]([CH:40]1[CH2:45][CH2:44][CH2:43][CH2:42][CH2:41]1)[C:37](N)=[O:38])(C)(C)C.CN(C(ON1N=NC2C=CC=NC1=2)=[N+](C)C)C.F[P-](F)(F)(F)(F)F.CCN(C(C)C)C(C)C, predict the reaction product. The product is: [NH2:35][C@@H:36]([CH:40]1[CH2:45][CH2:44][CH2:43][CH2:42][CH2:41]1)[C:37]([NH:1][C:2]1[CH:7]=[CH:6][C:5]([C:8]2[N:12]3[CH:13]=[C:14]([C:17]([N:19]([C:21]4[CH:26]=[CH:25][C:24]([C:27]#[N:28])=[CH:23][CH:22]=4)[CH3:20])=[O:18])[N:15]=[CH:16][C:11]3=[N:10][CH:9]=2)=[CH:4][CH:3]=1)=[O:38]. (6) The product is: [CH3:48][O:47][C@@H:12]1[C@@H:13]([CH2:37][S:38]([C:41]2[CH:42]=[CH:43][CH:44]=[CH:45][CH:46]=2)(=[O:39])=[O:40])[C@H:14]([CH2:16][C@@H:17]2[C:18](=[CH2:36])[C@H:19]([CH3:35])[CH2:20][C@H:21]([CH2:23][CH2:24][C@H:25]3[C:26](=[CH2:34])[CH2:27][C@H:28]([CH2:30][CH2:31][CH2:32][O:33][Si:64]([CH2:69][CH3:70])([CH2:67][CH3:68])[CH2:65][CH3:66])[O:29]3)[O:22]2)[O:15][C@@H:11]1[CH2:10][C@@H:9]([CH2:49][O:50][Si:51]([CH3:52])([CH3:53])[C:54]([CH3:56])([CH3:55])[CH3:57])[O:8][Si:1]([CH3:3])([CH3:2])[C:4]([CH3:5])([CH3:6])[CH3:7]. Given the reactants [Si:1]([O:8][C@H:9]([CH2:49][O:50][Si:51]([C:54]([CH3:57])([CH3:56])[CH3:55])([CH3:53])[CH3:52])[CH2:10][C@H:11]1[O:15][C@@H:14]([CH2:16][C@H:17]2[O:22][C@@H:21]([CH2:23][CH2:24][C@@H:25]3[O:29][C@@H:28]([CH2:30][CH2:31][CH2:32][OH:33])[CH2:27][C:26]3=[CH2:34])[CH2:20][C@@H:19]([CH3:35])[C:18]2=[CH2:36])[C@H:13]([CH2:37][S:38]([C:41]2[CH:46]=[CH:45][CH:44]=[CH:43][CH:42]=2)(=[O:40])=[O:39])[C@H:12]1[O:47][CH3:48])([C:4]([CH3:7])([CH3:6])[CH3:5])([CH3:3])[CH3:2].N1C=CN=C1.Cl[Si:64]([CH2:69][CH3:70])([CH2:67][CH3:68])[CH2:65][CH3:66].[NH4+].[Cl-].CC(OC)(C)C.[Na+].[Cl-], predict the reaction product. (7) The product is: [C:14]([O:18][C:19](=[O:20])[NH:21][C@H:22]([C:37]1[CH:42]=[C:41]([F:43])[C:40]([F:44])=[C:39]([F:45])[CH:38]=1)[C@H:23]([OH:25])[CH3:24])([CH3:15])([CH3:16])[CH3:17]. Given the reactants C(=O)([O-])[O-].[K+].[K+].CO.C1COCC1.[C:14]([O:18][C:19]([NH:21][C@H:22]([C:37]1[CH:42]=[C:41]([F:43])[C:40]([F:44])=[C:39]([F:45])[CH:38]=1)[C@H:23]([O:25]C(=O)C1C=CC([N+]([O-])=O)=CC=1)[CH3:24])=[O:20])([CH3:17])([CH3:16])[CH3:15], predict the reaction product. (8) Given the reactants [F:1][C:2]1[CH:3]=[C:4]([NH:21][C:22]([C:24]2[C:25](=[O:45])[N:26]([C:39]3[CH:44]=[CH:43][CH:42]=[CH:41][CH:40]=3)[N:27]([CH2:30][C@H:31]([O:33][C:34](=[O:38])[C@@H:35]([NH2:37])[CH3:36])[CH3:32])[C:28]=2[CH3:29])=[O:23])[CH:5]=[CH:6][C:7]=1[O:8][C:9]1[C:18]2[C:13](=[CH:14][C:15]([O:19][CH3:20])=[CH:16][CH:17]=2)[N:12]=[CH:11][CH:10]=1.[S:46](=[O:50])(=[O:49])([OH:48])[OH:47], predict the reaction product. The product is: [S:46]([OH:50])([OH:49])(=[O:48])=[O:47].[F:1][C:2]1[CH:3]=[C:4]([NH:21][C:22]([C:24]2[C:25](=[O:45])[N:26]([C:39]3[CH:40]=[CH:41][CH:42]=[CH:43][CH:44]=3)[N:27]([CH2:30][C@H:31]([O:33][C:34](=[O:38])[C@@H:35]([NH2:37])[CH3:36])[CH3:32])[C:28]=2[CH3:29])=[O:23])[CH:5]=[CH:6][C:7]=1[O:8][C:9]1[C:18]2[C:13](=[CH:14][C:15]([O:19][CH3:20])=[CH:16][CH:17]=2)[N:12]=[CH:11][CH:10]=1.